From a dataset of Full USPTO retrosynthesis dataset with 1.9M reactions from patents (1976-2016). Predict the reactants needed to synthesize the given product. (1) Given the product [ClH:31].[F:24][C:2]([F:1])([F:23])[CH:3]([C:5]1[C:15]2[O:14][CH2:13][CH2:12][NH:11][CH2:10][C:9]=2[CH:8]=[CH:7][CH:6]=1)[CH3:4], predict the reactants needed to synthesize it. The reactants are: [F:1][C:2]([F:24])([F:23])[CH:3]([C:5]1[C:15]2[O:14][CH2:13][CH2:12][N:11](C(OC(C)(C)C)=O)[CH2:10][C:9]=2[CH:8]=[CH:7][CH:6]=1)[CH3:4].C(OCC)(=O)C.[ClH:31]. (2) Given the product [NH2:10][C:7]1[N:8]=[CH:9][C:4]([C:23]2[CH:31]=[CH:30][C:26]([C:27]([OH:29])=[O:28])=[CH:25][CH:24]=2)=[CH:5][C:6]=1[C:11]1[O:12][C:13]2[C:18]([N:19]=1)=[CH:17][CH:16]=[CH:15][N:14]=2, predict the reactants needed to synthesize it. The reactants are: [F-].[Cs+].Br[C:4]1[CH:5]=[C:6]([C:11]2[O:12][C:13]3[C:18]([N:19]=2)=[CH:17][CH:16]=[CH:15][N:14]=3)[C:7]([NH2:10])=[N:8][CH:9]=1.B([C:23]1[CH:31]=[CH:30][C:26]([C:27]([OH:29])=[O:28])=[CH:25][CH:24]=1)(O)O. (3) Given the product [F:13][C:4]1[CH:3]=[C:2]([S:15]([CH3:14])(=[O:17])=[O:16])[CH:11]=[C:10]([OH:12])[C:5]=1[C:6]([O:8][CH3:9])=[O:7], predict the reactants needed to synthesize it. The reactants are: Br[C:2]1[CH:11]=[C:10]([OH:12])[C:5]([C:6]([O:8][CH3:9])=[O:7])=[C:4]([F:13])[CH:3]=1.[CH3:14][S:15]([O-:17])=[O:16].[Na+].N1CCC[C@H]1C(O)=O.C([O-])([O-])=O.[K+].[K+]. (4) Given the product [NH:2]([C:5]1[N:6]=[N:7][C:8]([C:11]2[CH:12]=[N:13][N:14]([CH3:16])[CH:15]=2)=[CH:9][CH:10]=1)[NH2:3], predict the reactants needed to synthesize it. The reactants are: O.[NH2:2][NH2:3].Cl[C:5]1[N:6]=[N:7][C:8]([C:11]2[CH:12]=[N:13][N:14]([CH3:16])[CH:15]=2)=[CH:9][CH:10]=1. (5) Given the product [Br:2][C:3]1[CH:8]=[C:7]([F:9])[CH:6]=[CH:5][C:4]=1[N:10]1[CH2:15][CH2:14][N:13]([C:22]([O:24][C:25]([CH3:28])([CH3:27])[CH3:26])=[O:23])[CH2:12][C:11]1=[O:16], predict the reactants needed to synthesize it. The reactants are: Cl.[Br:2][C:3]1[CH:8]=[C:7]([F:9])[CH:6]=[CH:5][C:4]=1[N:10]1[CH2:15][CH2:14][NH:13][CH2:12][C:11]1=[O:16].C(=O)([O-])O.[Na+].[C:22](O[C:22]([O:24][C:25]([CH3:28])([CH3:27])[CH3:26])=[O:23])([O:24][C:25]([CH3:28])([CH3:27])[CH3:26])=[O:23]. (6) Given the product [CH3:18][C:17]([CH3:20])([CH3:19])[C:16]([C:6]1[N:5]([CH2:4][C:3]([OH:22])=[O:2])[C:9]2[CH:10]=[C:11]([O:14][CH3:15])[CH:12]=[CH:13][C:8]=2[N:7]=1)=[O:21], predict the reactants needed to synthesize it. The reactants are: C[O:2][C:3](=[O:22])[CH2:4][N:5]1[C:9]2[CH:10]=[C:11]([O:14][CH3:15])[CH:12]=[CH:13][C:8]=2[N:7]=[C:6]1[C:16](=[O:21])[C:17]([CH3:20])([CH3:19])[CH3:18].[OH-].[Na+]. (7) Given the product [NH2:9][C:5]1[CH:6]=[CH:7][C:2]([OH:1])=[N+:3]([O-:8])[CH:4]=1.[N+:9]([C:5]1[CH:6]=[CH:7][C:2]([OH:1])=[N+:3]([O-:8])[CH:4]=1)([O-:11])=[O:10], predict the reactants needed to synthesize it. The reactants are: [OH:1][C:2]1[CH:7]=[CH:6][CH:5]=[CH:4][N+:3]=1[O-:8].[N+:9]([O-])([OH:11])=[O:10]. (8) Given the product [C:30]([C:34]1[CH:35]=[C:36]([CH:39]=[CH:40][CH:41]=1)[CH2:37][NH:1][C@@H:2]1[C@@H:7]([OH:8])[C@H:6]([CH2:9][C:10]2[CH:15]=[C:14]([CH2:16][O:17][CH3:18])[C:13]([N+:19]([O-:21])=[O:20])=[C:12]([F:22])[CH:11]=2)[CH2:5][S:4](=[O:24])(=[O:23])[CH2:3]1)([CH3:33])([CH3:31])[CH3:32], predict the reactants needed to synthesize it. The reactants are: [NH2:1][C@@H:2]1[C@@H:7]([OH:8])[C@H:6]([CH2:9][C:10]2[CH:15]=[C:14]([CH2:16][O:17][CH3:18])[C:13]([N+:19]([O-:21])=[O:20])=[C:12]([F:22])[CH:11]=2)[CH2:5][S:4](=[O:24])(=[O:23])[CH2:3]1.CC([O-])=O.[Na+].[C:30]([C:34]1[CH:35]=[C:36]([CH:39]=[CH:40][CH:41]=1)[CH:37]=O)([CH3:33])([CH3:32])[CH3:31].[BH3-]C#N.[Na+].